This data is from Catalyst prediction with 721,799 reactions and 888 catalyst types from USPTO. The task is: Predict which catalyst facilitates the given reaction. (1) Reactant: Cl.Cl[CH2:3][C:4]1[CH:9]=[N:8][CH:7]=[C:6]2[O:10]C(C)(C)[O:12][CH2:13][C:5]=12.[CH3:16]C([O-])=O.[Na+]. The catalyst class is: 750. Product: [OH:12][CH2:13][C:5]1[C:4]([CH3:3])=[CH:9][N:8]=[C:7]([CH3:16])[C:6]=1[OH:10]. (2) Reactant: Br[C:2]1[CH:13]=[CH:12][C:5]([CH2:6][O:7][Si:8]([CH3:11])(C)C)=[C:4]([CH3:14])[CH:3]=1.[CH3:15][Si:16]([C:19]#[CH:20])([CH3:18])[CH3:17]. Product: [CH3:14][C:4]1[CH:3]=[C:2]([C:20]#[C:19][Si:16]([CH3:18])([CH3:17])[CH3:15])[CH:13]=[CH:12][C:5]=1[CH2:6][O:7][SiH2:8][CH3:11]. The catalyst class is: 337. (3) Reactant: [NH2:1][C:2]1[CH:3]=[C:4]([S:10](F)(=[O:12])=[O:11])[CH:5]=[CH:6][C:7]=1[O:8][CH3:9].CC[N:16]([CH:20]([CH3:22])C)[CH:17]([CH3:19])C.N1CCCC1. Product: [CH3:9][O:8][C:7]1[CH:6]=[CH:5][C:4]([S:10]([N:16]2[CH2:17][CH2:19][CH2:22][CH2:20]2)(=[O:12])=[O:11])=[CH:3][C:2]=1[NH2:1]. The catalyst class is: 1.